The task is: Predict the product of the given reaction.. This data is from Forward reaction prediction with 1.9M reactions from USPTO patents (1976-2016). The product is: [Cl:1][C:2]1[CH:3]=[C:4]2[C:5]([C:6](=[O:7])[NH:12][CH:13]=[N:11]2)=[CH:9][CH:10]=1. Given the reactants [Cl:1][C:2]1[CH:3]=[C:4]([NH2:11])[C:5](=[CH:9][CH:10]=1)[C:6]([O-])=[O:7].[NH4+:12].[CH:13]([O-])([O-])OC, predict the reaction product.